From a dataset of Ames mutagenicity test results for genotoxicity prediction. Regression/Classification. Given a drug SMILES string, predict its toxicity properties. Task type varies by dataset: regression for continuous values (e.g., LD50, hERG inhibition percentage) or binary classification for toxic/non-toxic outcomes (e.g., AMES mutagenicity, cardiotoxicity, hepatotoxicity). Dataset: ames. (1) The molecule is COc1ccc2c(c1)C1CCCCC1C=C2. The result is 1 (mutagenic). (2) The drug is CCO[P@](=O)(NC(C)C)Oc1ccc(SC)c(C)c1. The result is 0 (non-mutagenic). (3) The molecule is CN(C)C1C(O)=C(C(N)=O)C(=O)C2(O)C(O)=C3C(=O)c4c(O)cccc4C(C)(O)C3CC12. The result is 0 (non-mutagenic).